From a dataset of Full USPTO retrosynthesis dataset with 1.9M reactions from patents (1976-2016). Predict the reactants needed to synthesize the given product. (1) Given the product [C:15]([O:19][C:20](=[O:29])[NH:21][C:22]1[CH:27]=[CH:26][CH:25]=[C:24]([OH:3])[CH:23]=1)([CH3:18])([CH3:17])[CH3:16], predict the reactants needed to synthesize it. The reactants are: CS(OCCCN1CCOCC1)(=O)=[O:3].[C:15]([O:19][C:20](=[O:29])[NH:21][C:22]1[CH:27]=[CH:26][C:25](O)=[CH:24][CH:23]=1)([CH3:18])([CH3:17])[CH3:16].C(=O)([O-])[O-].[Cs+].[Cs+]. (2) Given the product [CH3:14][C:8]12[O:13][C:2]([CH3:1])([CH:11]=[C:10]([O:12][S:29]([C:28]([F:33])([F:34])[C:27]([F:35])([F:36])[C:26]([F:25])([F:41])[C:37]([F:40])([F:39])[F:38])(=[O:31])=[O:30])[CH2:9]1)[CH:3]1[CH:7]2[O:6][C:5]([CH3:16])([CH3:15])[O:4]1, predict the reactants needed to synthesize it. The reactants are: [CH3:1][C:2]12[O:13][C:8]([CH3:14])([CH2:9][C:10](=[O:12])[CH2:11]1)[CH:7]1[CH:3]2[O:4][C:5]([CH3:16])([CH3:15])[O:6]1.C([N-]C(C)C)(C)C.[Li+].[F:25][C:26]([F:41])([C:37]([F:40])([F:39])[F:38])[C:27]([F:36])([F:35])[C:28]([F:34])([F:33])[S:29](F)(=[O:31])=[O:30].